Dataset: Full USPTO retrosynthesis dataset with 1.9M reactions from patents (1976-2016). Task: Predict the reactants needed to synthesize the given product. (1) Given the product [CH3:27][O:26][C:23]1[CH:24]=[C:25]2[C:20](=[CH:21][C:22]=1[O:28][CH3:29])[N:19]=[CH:18][N:17]=[C:16]2[N:11]1[CH2:12][CH2:13][O:14][CH:9]([C:4]2[CH:3]=[C:2]([Cl:1])[CH:7]=[C:6]([Cl:8])[CH:5]=2)[CH2:10]1, predict the reactants needed to synthesize it. The reactants are: [Cl:1][C:2]1[CH:3]=[C:4]([CH:9]2[O:14][CH2:13][CH2:12][NH:11][CH2:10]2)[CH:5]=[C:6]([Cl:8])[CH:7]=1.Cl[C:16]1[C:25]2[C:20](=[CH:21][C:22]([O:28][CH3:29])=[C:23]([O:26][CH3:27])[CH:24]=2)[N:19]=[CH:18][N:17]=1. (2) Given the product [NH2:6][C:7]1[C:8]([C:15]#[N:17])=[N:9][N:10]([CH:12]([CH3:14])[CH3:13])[N:11]=1, predict the reactants needed to synthesize it. The reactants are: P(Cl)(Cl)(Cl)=O.[NH2:6][C:7]1[C:8]([C:15]([NH2:17])=O)=[N:9][N:10]([CH:12]([CH3:14])[CH3:13])[N:11]=1.N. (3) Given the product [C:57]([O:53][C:52]([NH:3][C:40]1[CH:41]=[CH:42][C:37]2[N:38]([C:34]([C:32]([C:31]3[CH:46]=[CH:47][C:48]([N+:49]([O-:51])=[O:50])=[C:29]([CH:30]=3)[C:27]([O:26][CH3:25])=[O:28])=[O:33])=[N:35][CH:36]=2)[CH:39]=1)=[O:55])([CH3:63])([CH3:62])[CH3:58], predict the reactants needed to synthesize it. The reactants are: C([N:3](CC)CC)C.C1(P(N=[N+]=[N-])(C2C=CC=CC=2)=O)C=CC=CC=1.[CH3:25][O:26][C:27]([C:29]1[CH:30]=[C:31]([CH:46]=[CH:47][C:48]=1[N+:49]([O-:51])=[O:50])[C:32]([C:34]1[N:38]2[CH:39]=[C:40](C(O)=O)[CH:41]=[CH:42][C:37]2=[CH:36][N:35]=1)=[O:33])=[O:28].[C:52](=[O:55])(O)[O-:53].[Na+].[C:57]1([CH3:63])[CH:62]=CC=C[CH:58]=1. (4) Given the product [Br:16][C:13]1[C:12]2[C:7](=[CH:8][C:9]([O:14][CH3:15])=[CH:10][CH:11]=2)[NH:6][C:5]=1[C:3]([O:2][CH3:1])=[O:4], predict the reactants needed to synthesize it. The reactants are: [CH3:1][O:2][C:3]([C:5]1[NH:6][C:7]2[C:12]([CH:13]=1)=[CH:11][CH:10]=[C:9]([O:14][CH3:15])[CH:8]=2)=[O:4].[Br:16]N1C(=O)CCC1=O.